This data is from Catalyst prediction with 721,799 reactions and 888 catalyst types from USPTO. The task is: Predict which catalyst facilitates the given reaction. (1) Reactant: [C:1](OC(=O)C)(=[O:3])C.C(O)=O.[NH2:11][C:12]1[CH:17]=[CH:16][N:15]=[C:14]([C:18]([NH:20][C:21]2[CH:26]=[CH:25][C:24]([O:27][C:28]3[CH:33]=[CH:32][CH:31]=[CH:30][CH:29]=3)=[CH:23][CH:22]=2)=[O:19])[C:13]=1[OH:34]. The catalyst class is: 7. Product: [CH:1]([NH:11][C:12]1[CH:17]=[CH:16][N:15]=[C:14]([C:18]([NH:20][C:21]2[CH:22]=[CH:23][C:24]([O:27][C:28]3[CH:33]=[CH:32][CH:31]=[CH:30][CH:29]=3)=[CH:25][CH:26]=2)=[O:19])[C:13]=1[OH:34])=[O:3]. (2) Reactant: [CH3:1][O:2][C:3]1[CH:11]=[C:10]2[C:6]([CH:7]=[C:8]([C:12]([OH:14])=O)[NH:9]2)=[CH:5][CH:4]=1.[F:15][C:16]1[CH:21]=[C:20]([F:22])[CH:19]=[CH:18][C:17]=1[C:23]1[CH:28]=[CH:27][CH:26]=[C:25]([NH2:29])[CH:24]=1.CN(C(ON1N=NC2C=CC=NC1=2)=[N+](C)C)C.F[P-](F)(F)(F)(F)F.CCN(C(C)C)C(C)C. Product: [F:15][C:16]1[CH:21]=[C:20]([F:22])[CH:19]=[CH:18][C:17]=1[C:23]1[CH:28]=[CH:27][CH:26]=[C:25]([NH:29][C:12]([C:8]2[NH:9][C:10]3[C:6]([CH:7]=2)=[CH:5][CH:4]=[C:3]([O:2][CH3:1])[CH:11]=3)=[O:14])[CH:24]=1. The catalyst class is: 3. (3) Reactant: [CH2:1]([N:3]([C:17]1[CH:26]=[CH:25][C:24]2[C:23]([CH3:28])([CH3:27])[CH2:22][CH2:21][C:20]([CH3:30])([CH3:29])[C:19]=2[CH:18]=1)[C:4](=[O:16])[NH:5][C:6]1[CH:15]=[CH:14][C:9]([C:10]([O:12]C)=[O:11])=[CH:8][CH:7]=1)[CH3:2].[H-].[Na+].[CH2:33](I)[CH3:34]. Product: [CH2:33]([N:5]([C:6]1[CH:7]=[CH:8][C:9]([C:10]([OH:12])=[O:11])=[CH:14][CH:15]=1)[C:4]([N:3]([CH2:1][CH3:2])[C:17]1[CH:26]=[CH:25][C:24]2[C:23]([CH3:27])([CH3:28])[CH2:22][CH2:21][C:20]([CH3:30])([CH3:29])[C:19]=2[CH:18]=1)=[O:16])[CH3:34]. The catalyst class is: 3. (4) Reactant: [F:1][C:2]1[CH:10]=[CH:9][CH:8]=[CH:7][C:3]=1[C:4]([NH2:6])=[O:5].[Cl:11][CH2:12][C:13]([CH2:15]Cl)=O. Product: [Cl:11][CH2:12][C:13]1[N:6]=[C:4]([C:3]2[CH:7]=[CH:8][CH:9]=[CH:10][C:2]=2[F:1])[O:5][CH:15]=1. The catalyst class is: 25. (5) Reactant: [Cl:1][C:2]1[CH:22]=[CH:21][C:5]([CH2:6][NH:7][C:8](=[O:20])[CH2:9][CH2:10][C:11]2[CH:16]=[CH:15][C:14]([OH:17])=[C:13]([O:18][CH3:19])[CH:12]=2)=[CH:4][CH:3]=1.[CH2:23](Br)[C:24]1[CH:29]=[CH:28][CH:27]=[CH:26][CH:25]=1.C(=O)([O-])[O-].[K+].[K+].C(#N)C. Product: [Cl:1][C:2]1[CH:22]=[CH:21][C:5]([CH2:6][NH:7][C:8](=[O:20])[CH2:9][CH2:10][C:11]2[CH:16]=[CH:15][C:14]([O:17][CH2:23][C:24]3[CH:29]=[CH:28][CH:27]=[CH:26][CH:25]=3)=[C:13]([O:18][CH3:19])[CH:12]=2)=[CH:4][CH:3]=1. The catalyst class is: 13. (6) Reactant: [Cl:1][C:2]1[CH:7]=[CH:6][C:5](/[CH:8]=[CH:9]/[C:10]([O:12]CC)=[O:11])=[C:4]([CH2:15][C:16]2[O:17][C:18]([CH3:21])=[N:19][N:20]=2)[CH:3]=1.[OH-].[Na+]. Product: [Cl:1][C:2]1[CH:7]=[CH:6][C:5](/[CH:8]=[CH:9]/[C:10]([OH:12])=[O:11])=[C:4]([CH2:15][C:16]2[O:17][C:18]([CH3:21])=[N:19][N:20]=2)[CH:3]=1. The catalyst class is: 14.